From a dataset of Catalyst prediction with 721,799 reactions and 888 catalyst types from USPTO. Predict which catalyst facilitates the given reaction. (1) Reactant: [CH3:1][CH2:2][CH:3]=[CH:4][CH2:5][CH3:6].[CH3:7][CH2:8]/[CH:9]=[CH:10]\[CH2:11][CH3:12].CC/C=C/CC. Product: [CH3:1][CH2:2][CH:3]=[CH:4][CH2:5][CH3:6].[CH2:7]=[CH:8][CH2:9][CH2:10][CH2:11][CH3:12]. The catalyst class is: 37. (2) The catalyst class is: 18. Product: [C:61]([C:69]1[CH:70]=[CH:71][C:72]([C:73]([NH:17][CH2:18][C:19](=[O:20])[N:21]2[CH2:22][CH2:23][N:24]([C:27](=[O:38])[C:28]3[CH:33]=[CH:32][CH:31]=[CH:30][C:29]=3[C:34]([F:37])([F:35])[F:36])[CH2:25][CH2:26]2)=[O:74])=[CH:76][CH:77]=1)(=[O:68])[C:62]1[CH:63]=[CH:64][CH:65]=[CH:66][CH:67]=1. Reactant: CCN(C(C)C)C(C)C.OC(C(F)(F)F)=O.[NH2:17][CH2:18][C:19]([N:21]1[CH2:26][CH2:25][N:24]([C:27](=[O:38])[C:28]2[CH:33]=[CH:32][CH:31]=[CH:30][C:29]=2[C:34]([F:37])([F:36])[F:35])[CH2:23][CH2:22]1)=[O:20].C1C=CC2N(O)N=NC=2C=1.CCN=C=NCCCN(C)C.Cl.[C:61]([C:69]1[CH:77]=[CH:76][C:72]([C:73](O)=[O:74])=[CH:71][CH:70]=1)(=[O:68])[C:62]1[CH:67]=[CH:66][CH:65]=[CH:64][CH:63]=1. (3) Reactant: BrCC(/[C:5](/[C:14]1[CH:19]=[CH:18][C:17]([C:20]([F:23])([F:22])[F:21])=[CH:16][CH:15]=1)=[CH:6]\[CH:7]=[CH:8]\[C:9]([O:11][CH2:12][CH3:13])=[O:10])=O.[N:24]1([C:30](=[S:32])[NH2:31])[CH2:29][CH2:28][CH2:27][CH2:26][CH2:25]1.C(=O)([O-])O.[Na+]. Product: [N:24]1([C:30]2[S:32][CH:6]=[C:5]([C:14]3[CH:15]=[CH:16][CH:17]=[C:18](/[C:8](=[CH:7]\[CH:6]=[CH:5]/[C:14]4[CH:15]=[CH:16][C:17]([C:20]([F:21])([F:22])[F:23])=[CH:18][CH:19]=4)/[C:9]([O:11][CH2:12][CH3:13])=[O:10])[CH:19]=3)[N:31]=2)[CH2:29][CH2:28][CH2:27][CH2:26][CH2:25]1. The catalyst class is: 8. (4) Reactant: [NH2:1][CH2:2][CH2:3][CH2:4][N:5]([C:11]([O:13][C:14]([CH3:17])([CH3:16])[CH3:15])=[O:12])[CH2:6][C:7](OC)=[O:8].CO.[OH-].[Li+]. Product: [O:8]=[C:7]1[NH:1][CH2:2][CH2:3][CH2:4][N:5]([C:11]([O:13][C:14]([CH3:17])([CH3:16])[CH3:15])=[O:12])[CH2:6]1. The catalyst class is: 7. (5) Reactant: [Br:1][C:2]1[CH:3]=[C:4]([C:8]([NH:11]C(=O)C[Cl:14])([CH3:10])[CH3:9])[CH:5]=[CH:6][CH:7]=1.C(O)(=O)C. Product: [ClH:14].[Br:1][C:2]1[CH:3]=[C:4]([C:8]([NH2:11])([CH3:9])[CH3:10])[CH:5]=[CH:6][CH:7]=1. The catalyst class is: 8. (6) Reactant: [CH3:1][O:2][C:3]1[C:8]([C:9]([OH:11])=O)=[CH:7][N:6]=[CH:5][N:4]=1.Cl.[CH3:13][NH:14][O:15][CH3:16].CCN=C=NCCCN(C)C.Cl. Product: [CH3:16][O:15][N:14]([CH3:13])[C:9]([C:8]1[C:3]([O:2][CH3:1])=[N:4][CH:5]=[N:6][CH:7]=1)=[O:11]. The catalyst class is: 64. (7) Reactant: [C:1]1([P:7]([C:43]2[CH:48]=[CH:47][CH:46]=[CH:45][CH:44]=2)[C:8]2[CH:42]=[CH:41][CH:40]=[CH:39][C:9]=2[CH:10]=[N:11][CH:12]2[CH2:17][CH2:16][CH2:15][CH2:14][CH:13]2[N:18]=[CH:19][C:20]2[CH:25]=[CH:24][CH:23]=[CH:22][C:21]=2[P:26]([C:33]2[CH:38]=[CH:37][CH:36]=[CH:35][CH:34]=2)[C:27]2[CH:32]=[CH:31][CH:30]=[CH:29][CH:28]=2)[CH:6]=[CH:5][CH:4]=[CH:3][CH:2]=1.[BH4-].[Na+].O. Product: [C:33]1([P:26]([C:27]2[CH:28]=[CH:29][CH:30]=[CH:31][CH:32]=2)[C:21]2[CH:22]=[CH:23][CH:24]=[CH:25][C:20]=2[CH2:19][NH:18][CH:13]2[CH2:14][CH2:15][CH2:16][CH2:17][CH:12]2[NH:11][CH2:10][C:9]2[CH:39]=[CH:40][CH:41]=[CH:42][C:8]=2[P:7]([C:1]2[CH:2]=[CH:3][CH:4]=[CH:5][CH:6]=2)[C:43]2[CH:44]=[CH:45][CH:46]=[CH:47][CH:48]=2)[CH:34]=[CH:35][CH:36]=[CH:37][CH:38]=1. The catalyst class is: 8. (8) Reactant: [CH:1]1([N:6]2[C:11]3[N:12]=[C:13]([NH:16][C:17]4[CH:26]=[CH:25][C:20]([C:21]([O:23]C)=[O:22])=[CH:19][CH:18]=4)[N:14]=[CH:15][C:10]=3[C:9]([CH3:27])=[CH:8][C:7]2=[O:28])[CH2:5][CH2:4][CH2:3][CH2:2]1.[Li+].[OH-].CO.O. Product: [CH:1]1([N:6]2[C:11]3[N:12]=[C:13]([NH:16][C:17]4[CH:18]=[CH:19][C:20]([C:21]([OH:23])=[O:22])=[CH:25][CH:26]=4)[N:14]=[CH:15][C:10]=3[C:9]([CH3:27])=[CH:8][C:7]2=[O:28])[CH2:2][CH2:3][CH2:4][CH2:5]1. The catalyst class is: 1.